Dataset: NCI-60 drug combinations with 297,098 pairs across 59 cell lines. Task: Regression. Given two drug SMILES strings and cell line genomic features, predict the synergy score measuring deviation from expected non-interaction effect. (1) Drug 1: CN1C(=O)N2C=NC(=C2N=N1)C(=O)N. Drug 2: C1C(C(OC1N2C=NC3=C2NC=NCC3O)CO)O. Cell line: T-47D. Synergy scores: CSS=7.46, Synergy_ZIP=-1.61, Synergy_Bliss=-2.67, Synergy_Loewe=6.66, Synergy_HSA=-1.75. (2) Cell line: MALME-3M. Synergy scores: CSS=3.63, Synergy_ZIP=-0.0518, Synergy_Bliss=0.813, Synergy_Loewe=-1.25, Synergy_HSA=0.144. Drug 1: CCC(=C(C1=CC=CC=C1)C2=CC=C(C=C2)OCCN(C)C)C3=CC=CC=C3.C(C(=O)O)C(CC(=O)O)(C(=O)O)O. Drug 2: CN1C2=C(C=C(C=C2)N(CCCl)CCCl)N=C1CCCC(=O)O.Cl. (3) Drug 1: CC1=C(C=C(C=C1)C(=O)NC2=CC(=CC(=C2)C(F)(F)F)N3C=C(N=C3)C)NC4=NC=CC(=N4)C5=CN=CC=C5. Drug 2: C1=CN(C=N1)CC(O)(P(=O)(O)O)P(=O)(O)O. Cell line: SF-268. Synergy scores: CSS=-1.86, Synergy_ZIP=-0.0542, Synergy_Bliss=-2.03, Synergy_Loewe=-3.85, Synergy_HSA=-4.30. (4) Drug 1: CC1=C(C=C(C=C1)NC2=NC=CC(=N2)N(C)C3=CC4=NN(C(=C4C=C3)C)C)S(=O)(=O)N.Cl. Drug 2: C1C(C(OC1N2C=NC(=NC2=O)N)CO)O. Cell line: MOLT-4. Synergy scores: CSS=58.3, Synergy_ZIP=-3.90, Synergy_Bliss=-5.48, Synergy_Loewe=-37.3, Synergy_HSA=-4.43. (5) Drug 1: C1CCC(CC1)NC(=O)N(CCCl)N=O. Drug 2: CN(CCCl)CCCl.Cl. Cell line: UO-31. Synergy scores: CSS=9.47, Synergy_ZIP=-3.11, Synergy_Bliss=0.494, Synergy_Loewe=1.29, Synergy_HSA=1.50. (6) Drug 1: CNC(=O)C1=CC=CC=C1SC2=CC3=C(C=C2)C(=NN3)C=CC4=CC=CC=N4. Drug 2: C1=CC=C(C(=C1)C(C2=CC=C(C=C2)Cl)C(Cl)Cl)Cl. Cell line: OVCAR3. Synergy scores: CSS=-1.05, Synergy_ZIP=2.48, Synergy_Bliss=2.53, Synergy_Loewe=-1.38, Synergy_HSA=-1.15. (7) Drug 1: C1C(C(OC1N2C=NC3=C(N=C(N=C32)Cl)N)CO)O. Drug 2: C1CN1C2=NC(=NC(=N2)N3CC3)N4CC4. Cell line: MDA-MB-435. Synergy scores: CSS=17.7, Synergy_ZIP=-8.33, Synergy_Bliss=0.0194, Synergy_Loewe=-4.26, Synergy_HSA=1.12. (8) Drug 1: CC1CCC2CC(C(=CC=CC=CC(CC(C(=O)C(C(C(=CC(C(=O)CC(OC(=O)C3CCCCN3C(=O)C(=O)C1(O2)O)C(C)CC4CCC(C(C4)OC)O)C)C)O)OC)C)C)C)OC. Drug 2: C1C(C(OC1N2C=NC(=NC2=O)N)CO)O. Cell line: MALME-3M. Synergy scores: CSS=30.6, Synergy_ZIP=-6.96, Synergy_Bliss=0.875, Synergy_Loewe=-28.1, Synergy_HSA=1.95.